Dataset: Forward reaction prediction with 1.9M reactions from USPTO patents (1976-2016). Task: Predict the product of the given reaction. Given the reactants [F:1][C:2]1[CH:7]=[CH:6][C:5]([CH2:8][C:9](O)=[O:10])=[CH:4][C:3]=1[N+:12]([O-:14])=[O:13].CN1CCOCC1.C(OC(Cl)=O)C(C)C.[BH4-].[Na+].[H][H], predict the reaction product. The product is: [F:1][C:2]1[CH:7]=[CH:6][C:5]([CH2:8][CH2:9][OH:10])=[CH:4][C:3]=1[N+:12]([O-:14])=[O:13].